This data is from Catalyst prediction with 721,799 reactions and 888 catalyst types from USPTO. The task is: Predict which catalyst facilitates the given reaction. Reactant: [O:1]=[C:2]1[N:6]([CH2:7][C:8]([O:10]CC)=[O:9])[C:5]2[CH:13]=[C:14]([O:17][C:18]([F:21])([F:20])[F:19])[CH:15]=[CH:16][C:4]=2[O:3]1.[Li+].[OH-].CC#N.O.FC(F)(F)C(O)=O. Product: [O:1]=[C:2]1[N:6]([CH2:7][C:8]([OH:10])=[O:9])[C:5]2[CH:13]=[C:14]([O:17][C:18]([F:21])([F:19])[F:20])[CH:15]=[CH:16][C:4]=2[O:3]1. The catalyst class is: 30.